From a dataset of Reaction yield outcomes from USPTO patents with 853,638 reactions. Predict the reaction yield, written as a fraction of the theoretical maximum amount of product (1.0 means a 100% yield; for example, 0.34 means a 34% yield). The reactants are [CH3:1][C:2]1([CH3:19])[O:7][C:6]2[CH:8]=[CH:9][C:10]([N+:12]([O-:14])=[O:13])=[CH:11][C:5]=2[N:4]2[C:15](=[O:18])[NH:16][N:17]=[C:3]12.I[CH3:21].[H-].[Na+].O. The catalyst is CN(C=O)C. The product is [CH3:21][N:16]1[C:15](=[O:18])[N:4]2[C:5]3[CH:11]=[C:10]([N+:12]([O-:14])=[O:13])[CH:9]=[CH:8][C:6]=3[O:7][C:2]([CH3:19])([CH3:1])[C:3]2=[N:17]1. The yield is 0.920.